Dataset: Experimentally validated miRNA-target interactions with 360,000+ pairs, plus equal number of negative samples. Task: Binary Classification. Given a miRNA mature sequence and a target amino acid sequence, predict their likelihood of interaction. (1) The miRNA is hsa-miR-135a-3p with sequence UAUAGGGAUUGGAGCCGUGGCG. Result: 0 (no interaction). The protein sequence of the target gene is MNRQGNRKTTKEGSNDLKFQNFSLPKNRSWPRINSATGQYQRMNKPLLDWERNFAAVLDGAKGHSDDDYDDPELRMEETWQSIKILPARPIKESEYADTHYFKVAMDTPLPLDTRTSISIGQPTWNTQTRLERVDKPISKDVRSQNIKGDASVRKNKIPLPPPRPLITLPKKYQPLPPEPESSRPPLSQRHTFPEVQRMPSQISLRDLSEVLEAEKVPHNQRKPESTHLLENQNTQEIPLAISSSSFTTSNHSVQNRDHRGGMQPCSPQRCQPPASCSPHENILPYKYTSWRPPFPKRSD.... (2) The miRNA is hsa-miR-6788-3p with sequence UUCGCCACUUCCCUCCCUGCAG. Result: 0 (no interaction). The protein sequence of the target gene is MCSPQESGMTALSARMLTRSRSLGPGAGPRGCREEPGPLRRREAAAEARKSHSPVKRPRKAQRLRVAYEGSDSEKGEGAEPLKVPVWEPQDWQQQLVNIRAMRNKKDAPVDHLGTEHCYDSSAPPKVRRYQVLLSLMLSSQTKDQVTAGAMQRLRARGLTVDSILQTDDATLGKLIYPVGFWRSKVKYIKQTSAILQQHYGGDIPASVAELVALPGVGPKMAHLAMAVAWGTVSGIAVDTHVHRIANRLRWTKKATKSPEETRAALEEWLPRELWHEINGLLVGFGQQTCLPVHPRCHAC.... (3) The miRNA is hsa-miR-4252 with sequence GGCCACUGAGUCAGCACCA. The protein sequence of the target gene is MSNNLRRVFLKPAEENSGNASRCVSGCMYQVVQTIGSDGKNLLQLLPIPKSSGNLIPLVQSSVMSDALKGNTGKPVQVTFQTQISSSSTSASVQLPIFQPASSSNYFLTRTVDTSEKGRVTSVGTGNFSSSVSKVQSHGVKIDGLTMQTFAVPPSTQKDSSFIVVNTQSLPVTVKSPVLPSGHHLQIPAHAEVKSVPASSLPPSVQQKILATATTSTSGMVEASQMPTVIYVSPVNTVKNVVTKNFQNIYPKPVTEIAKPVILNTTQIPKNVATETQLKGGQHSQAAPVKWIFQDNLQPF.... Result: 1 (interaction). (4) The miRNA is hsa-miR-6870-5p with sequence UGGGGGAGAUGGGGGUUGA. The protein sequence of the target gene is MFSCCFPTSRGCCFRNGGSESLFRQCRRRLIPHPRRLWPFVRRRTQVPQDSPGQALAGQATPEIPSGLPLHIVLVQEEIREPMEAQTHAPGPYADIAALAAPAVEPKPAWEEPPPERALEVEGAPAKDQPSQELPEIMAPTVATGLNAGAENVAGERSGREGVTSTAPASRSHAAPSPGHGGKHGGGDQGIQTGLLYLAGERLLSFAGTTALLLQGLFIVLILVGYISVKVMLKSIKTRLGRRVPAAPPALRRNLLLQAWKCVCNWASRLFAPNVLPRTGS. Result: 0 (no interaction). (5) The miRNA is hsa-miR-6780b-5p with sequence UGGGGAAGGCUUGGCAGGGAAGA. The protein sequence of the target gene is MEPWSSRWKTKRWLWDFTVTTLALTFLFQAREVRGAAPVDVLKALDFHNSPEGISKTTGFCTNRKNSKGSDTAYRVSKQAQLSAPTKQLFPGGTFPEDFSILFTVKPKKGIQSFLLSIYNEHGIQQIGVEVGRSPVFLFEDHTGKPAPEDYPLFRTVNIADGKWHRVAISVEKKTVTMIVDCKKKTTKPLDRSERAIVDTNGITVFGTRILDEEVFEGDIQQFLITGDPKAAYDYCEHYSPDCDSSAPKAAQAQEPQIDEYAPEDIIEYDYEYGEAEYKEAESVTEGPTVTEETIAQTEA.... Result: 0 (no interaction).